Dataset: NCI-60 drug combinations with 297,098 pairs across 59 cell lines. Task: Regression. Given two drug SMILES strings and cell line genomic features, predict the synergy score measuring deviation from expected non-interaction effect. (1) Drug 1: CC1=C2C(C(=O)C3(C(CC4C(C3C(C(C2(C)C)(CC1OC(=O)C(C(C5=CC=CC=C5)NC(=O)OC(C)(C)C)O)O)OC(=O)C6=CC=CC=C6)(CO4)OC(=O)C)O)C)O. Drug 2: CCC1(C2=C(COC1=O)C(=O)N3CC4=CC5=C(C=CC(=C5CN(C)C)O)N=C4C3=C2)O.Cl. Cell line: MCF7. Synergy scores: CSS=-2.04, Synergy_ZIP=-2.40, Synergy_Bliss=-2.64, Synergy_Loewe=-18.9, Synergy_HSA=-11.6. (2) Drug 1: COC1=C(C=C2C(=C1)N=CN=C2NC3=CC(=C(C=C3)F)Cl)OCCCN4CCOCC4. Drug 2: CC1C(C(CC(O1)OC2CC(CC3=C2C(=C4C(=C3O)C(=O)C5=CC=CC=C5C4=O)O)(C(=O)C)O)N)O. Cell line: SF-539. Synergy scores: CSS=45.0, Synergy_ZIP=1.65, Synergy_Bliss=4.00, Synergy_Loewe=-23.3, Synergy_HSA=5.55. (3) Drug 1: CS(=O)(=O)CCNCC1=CC=C(O1)C2=CC3=C(C=C2)N=CN=C3NC4=CC(=C(C=C4)OCC5=CC(=CC=C5)F)Cl. Drug 2: CCN(CC)CCNC(=O)C1=C(NC(=C1C)C=C2C3=C(C=CC(=C3)F)NC2=O)C. Cell line: SNB-75. Synergy scores: CSS=-0.500, Synergy_ZIP=2.11, Synergy_Bliss=2.16, Synergy_Loewe=-3.16, Synergy_HSA=-2.83. (4) Drug 1: CC1OCC2C(O1)C(C(C(O2)OC3C4COC(=O)C4C(C5=CC6=C(C=C35)OCO6)C7=CC(=C(C(=C7)OC)O)OC)O)O. Drug 2: C1CN(P(=O)(OC1)NCCCl)CCCl. Cell line: OVCAR-8. Synergy scores: CSS=18.6, Synergy_ZIP=1.26, Synergy_Bliss=0.582, Synergy_Loewe=-27.4, Synergy_HSA=0.676. (5) Drug 1: C1=NC2=C(N1)C(=S)N=CN2. Drug 2: CN(C(=O)NC(C=O)C(C(C(CO)O)O)O)N=O. Cell line: OVCAR-8. Synergy scores: CSS=17.4, Synergy_ZIP=-8.94, Synergy_Bliss=-1.42, Synergy_Loewe=-31.6, Synergy_HSA=-2.22. (6) Drug 1: CN1CCC(CC1)COC2=C(C=C3C(=C2)N=CN=C3NC4=C(C=C(C=C4)Br)F)OC. Drug 2: C1CCC(C1)C(CC#N)N2C=C(C=N2)C3=C4C=CNC4=NC=N3. Cell line: NCI-H226. Synergy scores: CSS=12.6, Synergy_ZIP=3.35, Synergy_Bliss=5.21, Synergy_Loewe=4.33, Synergy_HSA=5.80. (7) Drug 1: CN(C)N=NC1=C(NC=N1)C(=O)N. Drug 2: CC1=C(C(CCC1)(C)C)C=CC(=CC=CC(=CC(=O)O)C)C. Cell line: SF-295. Synergy scores: CSS=7.73, Synergy_ZIP=-3.36, Synergy_Bliss=-2.04, Synergy_Loewe=2.26, Synergy_HSA=0.960. (8) Drug 1: CC1=C2C(C(=O)C3(C(CC4C(C3C(C(C2(C)C)(CC1OC(=O)C(C(C5=CC=CC=C5)NC(=O)OC(C)(C)C)O)O)OC(=O)C6=CC=CC=C6)(CO4)OC(=O)C)O)C)O. Drug 2: N.N.Cl[Pt+2]Cl. Cell line: UACC62. Synergy scores: CSS=38.5, Synergy_ZIP=3.28, Synergy_Bliss=4.16, Synergy_Loewe=1.86, Synergy_HSA=1.95. (9) Drug 1: COC1=CC(=CC(=C1O)OC)C2C3C(COC3=O)C(C4=CC5=C(C=C24)OCO5)OC6C(C(C7C(O6)COC(O7)C8=CC=CS8)O)O. Drug 2: C1=NNC2=C1C(=O)NC=N2. Cell line: NCI-H226. Synergy scores: CSS=17.2, Synergy_ZIP=-3.32, Synergy_Bliss=0.170, Synergy_Loewe=-30.0, Synergy_HSA=-1.09. (10) Drug 1: CS(=O)(=O)C1=CC(=C(C=C1)C(=O)NC2=CC(=C(C=C2)Cl)C3=CC=CC=N3)Cl. Drug 2: CCC1=CC2CC(C3=C(CN(C2)C1)C4=CC=CC=C4N3)(C5=C(C=C6C(=C5)C78CCN9C7C(C=CC9)(C(C(C8N6C)(C(=O)OC)O)OC(=O)C)CC)OC)C(=O)OC.C(C(C(=O)O)O)(C(=O)O)O. Cell line: MDA-MB-231. Synergy scores: CSS=42.3, Synergy_ZIP=8.69, Synergy_Bliss=7.70, Synergy_Loewe=0.639, Synergy_HSA=8.64.